This data is from Forward reaction prediction with 1.9M reactions from USPTO patents (1976-2016). The task is: Predict the product of the given reaction. (1) Given the reactants [C:1]([C:5]1[C:6]([O:32][CH3:33])=[C:7]([C:19]#[C:20][C:21]2[CH:26]=[CH:25][C:24]([NH:27][S:28]([CH3:31])(=[O:30])=[O:29])=[CH:23][CH:22]=2)[CH:8]=[C:9]([N:11]2[CH:16]=[CH:15][C:14](=[O:17])[NH:13][C:12]2=[O:18])[CH:10]=1)([CH3:4])([CH3:3])[CH3:2].CC(N(C)C)=O.O.C([SiH](CC)CC)C, predict the reaction product. The product is: [C:1]([C:5]1[C:6]([O:32][CH3:33])=[C:7]([CH:8]=[C:9]([N:11]2[CH:16]=[CH:15][C:14](=[O:17])[NH:13][C:12]2=[O:18])[CH:10]=1)/[CH:19]=[CH:20]/[C:21]1[CH:26]=[CH:25][C:24]([NH:27][S:28]([CH3:31])(=[O:29])=[O:30])=[CH:23][CH:22]=1)([CH3:4])([CH3:2])[CH3:3]. (2) Given the reactants BrC1C=CC(Br)=CC=1.[C:9]1(C=CC(O)=C[CH:11]=1)[OH:10].[F:17][C:18]([F:34])([F:33])[CH2:19][O:20][C:21]1[CH:26]=[CH:25][C:24]([O:27][CH2:28][C:29]([F:32])([F:31])[F:30])=[CH:23][CH:22]=1, predict the reaction product. The product is: [CH3:11][C:9]([C:23]1[CH:22]=[C:21]([O:20][CH2:19][C:18]([F:33])([F:34])[F:17])[CH:26]=[CH:25][C:24]=1[O:27][CH2:28][C:29]([F:32])([F:31])[F:30])=[O:10]. (3) Given the reactants [NH2:1][C:2]1[N:3]=[C:4]([C:19]2[CH:24]=[CH:23][CH:22]=[CH:21][CH:20]=2)[C:5]([C:9]2[CH:10]=[CH:11][C:12](=[O:18])[N:13]([CH:15]([CH3:17])[CH3:16])[N:14]=2)=[N:6][C:7]=1Br.C(N)C1C=CC=CC=1.O.C[C:35]([N:37](C)[CH3:38])=O, predict the reaction product. The product is: [NH2:1][C:2]1[N:3]=[C:4]([C:19]2[CH:24]=[CH:23][CH:22]=[CH:21][CH:20]=2)[C:5]([C:9]2[CH:10]=[CH:11][C:12](=[O:18])[N:13]([CH:15]([CH3:17])[CH3:16])[N:14]=2)=[N:6][C:7]=1[N:37]([CH3:38])[CH3:35]. (4) Given the reactants [O:1]=[C:2]1[O:6][N:5]=[C:4]([C:7]2[CH:8]=[CH:9][C:10]([NH:13]C(=O)OC(C)(C)C)=[N:11][CH:12]=2)[NH:3]1.C(OC(=O)C)C.Cl, predict the reaction product. The product is: [NH2:13][C:10]1[N:11]=[CH:12][C:7]([C:4]2[NH:3][C:2](=[O:1])[O:6][N:5]=2)=[CH:8][CH:9]=1. (5) Given the reactants F[C:2]1[CH:3]=[CH:4][C:5]([O:11][CH3:12])=[C:6]([B:8]([OH:10])[OH:9])[CH:7]=1.Br[C:14]1C=C(C)C=CC=1OC.[Li]CCCC.COB(OC)OC, predict the reaction product. The product is: [CH3:12][O:11][C:5]1[CH:4]=[CH:3][C:2]([CH3:14])=[CH:7][C:6]=1[B:8]([OH:10])[OH:9]. (6) The product is: [CH3:12][O:11][C:8]1[CH:9]=[CH:10][C:2]2[NH:1][C:14](=[O:16])[O:5][C:4](=[O:6])[C:3]=2[CH:7]=1. Given the reactants [NH2:1][C:2]1[CH:10]=[CH:9][C:8]([O:11][CH3:12])=[CH:7][C:3]=1[C:4]([OH:6])=[O:5].Cl[C:14](Cl)([O:16]C(=O)OC(Cl)(Cl)Cl)Cl, predict the reaction product. (7) Given the reactants [CH3:1][C:2]1[C:3]([B:12]2[O:16][C:15]([CH3:18])([CH3:17])[C:14]([CH3:20])([CH3:19])[O:13]2)=[CH:4][C:5]2[NH:10][CH2:9][CH2:8][O:7][C:6]=2[CH:11]=1.C([O-])([O-])=O.[K+].[K+].N#N.[CH2:29](Br)[CH:30]=[CH2:31], predict the reaction product. The product is: [CH2:31]([N:10]1[CH2:9][CH2:8][O:7][C:6]2[CH:11]=[C:2]([CH3:1])[C:3]([B:12]3[O:13][C:14]([CH3:20])([CH3:19])[C:15]([CH3:18])([CH3:17])[O:16]3)=[CH:4][C:5]1=2)[CH:30]=[CH2:29]. (8) Given the reactants [Br:1][C:2]1[CH:3]=[C:4]2[C:9](=[CH:10][CH:11]=1)[C:7](=[O:8])[O:6][CH2:5]2.[F:12][C:13]1[CH:18]=[CH:17][C:16]([OH:19])=[CH:15][CH:14]=1.CO.C[O-].[Na+].Cl, predict the reaction product. The product is: [Br:1][C:2]1[CH:11]=[CH:10][C:9]([C:7]([OH:6])=[O:8])=[C:4]([CH2:5][O:19][C:16]2[CH:17]=[CH:18][C:13]([F:12])=[CH:14][CH:15]=2)[CH:3]=1. (9) Given the reactants [Cl:1][C:2]1[C:3]2[CH:10]=[C:9]([C:11]3[CH2:12][CH2:13][NH:14][CH2:15][CH:16]=3)[N:8]([S:17]([C:20]3[CH:25]=[CH:24][CH:23]=[CH:22][CH:21]=3)(=[O:19])=[O:18])[C:4]=2[N:5]=[CH:6][N:7]=1.C(N(C(C)C)CC)(C)C.[CH3:35][N:36]([CH3:40])[C:37](Cl)=[O:38], predict the reaction product. The product is: [Cl:1][C:2]1[C:3]2[CH:10]=[C:9]([C:11]3[CH2:12][CH2:13][N:14]([C:37]([N:36]([CH3:40])[CH3:35])=[O:38])[CH2:15][CH:16]=3)[N:8]([S:17]([C:20]3[CH:25]=[CH:24][CH:23]=[CH:22][CH:21]=3)(=[O:18])=[O:19])[C:4]=2[N:5]=[CH:6][N:7]=1.